This data is from Reaction yield outcomes from USPTO patents with 853,638 reactions. The task is: Predict the reaction yield, written as a fraction of the theoretical maximum amount of product (1.0 means a 100% yield; for example, 0.34 means a 34% yield). The reactants are [C:1]([N:4]1[C:13]2[C:8](=[CH:9][C:10]([C:14]#[C:15][Si](C)(C)C)=[CH:11][CH:12]=2)[C@H:7]([NH:20][C:21](=[O:27])[O:22][C:23]([CH3:26])([CH3:25])[CH3:24])[CH2:6][C@@H:5]1[CH3:28])(=[O:3])[CH3:2].CCCC[N+](CCCC)(CCCC)CCCC.[F-]. The catalyst is O1CCCC1. The product is [C:1]([N:4]1[C:13]2[C:8](=[CH:9][C:10]([C:14]#[CH:15])=[CH:11][CH:12]=2)[C@H:7]([NH:20][C:21](=[O:27])[O:22][C:23]([CH3:26])([CH3:25])[CH3:24])[CH2:6][C@@H:5]1[CH3:28])(=[O:3])[CH3:2]. The yield is 0.990.